Dataset: Forward reaction prediction with 1.9M reactions from USPTO patents (1976-2016). Task: Predict the product of the given reaction. (1) Given the reactants [CH3:1][C:2]([CH3:24])([CH2:17][C:18]1[CH:23]=[CH:22][CH:21]=[CH:20][CH:19]=1)[CH2:3][C@H:4]([CH2:8][C:9]([N:11]1[CH2:16][CH2:15][O:14][CH2:13][CH2:12]1)=[O:10])[C:5]([OH:7])=O.[NH2:25][CH:26]([CH2:40][CH3:41])[CH:27]([C:29]1[O:33][N:32]=[C:31]([C:34]2[CH:39]=[CH:38][CH:37]=[CH:36][CH:35]=2)[N:30]=1)[OH:28], predict the reaction product. The product is: [C:34]1([C:31]2[N:30]=[C:29]([C:27]([CH:26]([NH:25][C:5](=[O:7])[C@@H:4]([CH2:8][C:9]([N:11]3[CH2:16][CH2:15][O:14][CH2:13][CH2:12]3)=[O:10])[CH2:3][C:2]([CH3:1])([CH3:24])[CH2:17][C:18]3[CH:23]=[CH:22][CH:21]=[CH:20][CH:19]=3)[CH2:40][CH3:41])=[O:28])[O:33][N:32]=2)[CH:35]=[CH:36][CH:37]=[CH:38][CH:39]=1. (2) Given the reactants [C:1]([O:5][C:6]([N:8]([CH2:10][C:11]1[C:12]([F:35])=[C:13]([C:28]2[C:29]([F:34])=[N:30][CH:31]=[CH:32][CH:33]=2)[N:14]([S:16]([C:19]2[CH:20]=[C:21]([CH:25]=[CH:26][CH:27]=2)[C:22](O)=[O:23])(=[O:18])=[O:17])[CH:15]=1)[CH3:9])=[O:7])([CH3:4])([CH3:3])[CH3:2].C1(C)C=CC=CC=1, predict the reaction product. The product is: [F:35][C:12]1[C:11]([CH2:10][N:8]([CH3:9])[C:6](=[O:7])[O:5][C:1]([CH3:2])([CH3:3])[CH3:4])=[CH:15][N:14]([S:16]([C:19]2[CH:27]=[CH:26][CH:25]=[C:21]([CH2:22][OH:23])[CH:20]=2)(=[O:17])=[O:18])[C:13]=1[C:28]1[C:29]([F:34])=[N:30][CH:31]=[CH:32][CH:33]=1. (3) The product is: [NH+:26]1[NH:27][N:8]=[CH:7][CH:6]=1.[F:10][B-:11]([F:14])([F:13])[F:12].[CH:1]([C@H:4]1[N:8]2[C:41](=[N:27][N+:26]([C:25]3[C:20]([F:19])=[C:21]([F:31])[C:22]([F:30])=[C:23]([F:29])[C:24]=3[F:28])=[CH:7]2)[CH2:40][CH2:5]1)([CH3:3])[CH3:2]. Given the reactants [CH:1]([C@@H:4]1[NH:8][C:7](=O)[CH2:6][CH2:5]1)([CH3:3])[CH3:2].[F:10][B-:11]([F:14])([F:13])[F:12].C[O+](C)C.[F:19][C:20]1[C:25]([NH:26][NH2:27])=[C:24]([F:28])[C:23]([F:29])=[C:22]([F:30])[C:21]=1[F:31].C(OC(O[CH2:40][CH3:41])OCC)C, predict the reaction product. (4) Given the reactants [F:1][C:2]1[CH:21]=[CH:20][C:5]([CH2:6][N:7]2[C:11]3[CH:12]=[N:13][C:14]([C:16]([O:18]C)=O)=[CH:15][C:10]=3[N:9]=[CH:8]2)=[CH:4][CH:3]=1.F[C:23]1[CH:42]=[CH:41][C:26]([CH2:27]N2C3C=C(C(OC)=O)N=CC=3N=C2)=[CH:25][CH:24]=1.[NH:43]1C2C=C(C(OC)=O)N=CC=2N=C1.FC1C=CC(CBr)=CC=1.[Li+].[OH-:66], predict the reaction product. The product is: [CH2:27]([O:66][NH:43][C:16]([C:14]1[N:13]=[CH:12][C:11]2[N:7]([CH2:6][C:5]3[CH:4]=[CH:3][C:2]([F:1])=[CH:21][CH:20]=3)[CH:8]=[N:9][C:10]=2[CH:15]=1)=[O:18])[C:26]1[CH:41]=[CH:42][CH:23]=[CH:24][CH:25]=1. (5) Given the reactants [NH:1]1[CH2:6][CH2:5][O:4][CH2:3][CH2:2]1.[CH2:7]([N:9]1[C:15]2[CH:16]=[C:17]([N+:20]([O-:22])=[O:21])[CH:18]=[CH:19][C:14]=2[O:13][CH2:12][C:11](=[O:23])[CH2:10]1)[CH3:8].C(O[BH-](OC(=O)C)OC(=O)C)(=O)C.[Na+], predict the reaction product. The product is: [CH2:7]([N:9]1[C:15]2[CH:16]=[C:17]([N+:20]([O-:22])=[O:21])[CH:18]=[CH:19][C:14]=2[O:13][CH2:12][CH:11]([OH:23])[CH2:10]1)[CH3:8].[CH2:7]([N:9]1[C:15]2[CH:16]=[C:17]([N+:20]([O-:22])=[O:21])[CH:18]=[CH:19][C:14]=2[O:13][CH2:12][CH:11]([N:1]2[CH2:6][CH2:5][O:4][CH2:3][CH2:2]2)[CH2:10]1)[CH3:8]. (6) Given the reactants [CH:1]([O:4][C:5]([N:7]1[CH2:12][CH2:11][CH:10]([O:13][N:14]=[C:15]2[CH2:20][CH2:19][N:18]([C:21]3[CH:26]=[C:25]([F:27])[C:24]([CH2:28][C:29]([O:31]C(C)(C)C)=[O:30])=[CH:23][C:22]=3[F:36])[CH2:17][CH2:16]2)[CH2:9][CH2:8]1)=[O:6])([CH3:3])[CH3:2].C(O)(C(F)(F)F)=O, predict the reaction product. The product is: [CH:1]([O:4][C:5]([N:7]1[CH2:12][CH2:11][CH:10]([O:13][N:14]=[C:15]2[CH2:20][CH2:19][N:18]([C:21]3[CH:26]=[C:25]([F:27])[C:24]([CH2:28][C:29]([OH:31])=[O:30])=[CH:23][C:22]=3[F:36])[CH2:17][CH2:16]2)[CH2:9][CH2:8]1)=[O:6])([CH3:3])[CH3:2]. (7) Given the reactants [I:1][C:2]1[CH:7]=[CH:6][C:5]([C:8]2([NH2:11])[CH2:10][CH2:9]2)=[CH:4][CH:3]=1.C1CCN2C(=NCCC2)CC1.[CH3:23][S:24](O[S:24]([CH3:23])(=[O:26])=[O:25])(=[O:26])=[O:25].Cl, predict the reaction product. The product is: [I:1][C:2]1[CH:3]=[CH:4][C:5]([C:8]2([NH:11][S:24]([CH3:23])(=[O:26])=[O:25])[CH2:9][CH2:10]2)=[CH:6][CH:7]=1. (8) The product is: [CH3:2][N:3]([CH3:11])[C:4](=[O:10])[C@H:5]([CH:7]([CH3:9])[CH3:8])[NH:6][C:20]1[CH2:24][S:23][C:22](=[O:25])[N:21]=1. Given the reactants Cl.[CH3:2][N:3]([CH3:11])[C:4](=[O:10])[C@H:5]([CH:7]([CH3:9])[CH3:8])[NH2:6].C(N(CC)CC)C.S=[C:20]1[CH2:24][S:23][C:22](=[O:25])[NH:21]1, predict the reaction product. (9) The product is: [Br:1][C:2]1[CH:3]=[C:4]2[C:9](=[CH:10][CH:11]=1)[N:8]([C:12]([O:14][CH3:15])=[O:13])[C@@H:7]([CH3:16])[CH2:6][N:5]2[C:28]([O:30][CH:31]([CH3:33])[CH3:32])=[O:29]. Given the reactants [Br:1][C:2]1[CH:3]=[C:4]2[C:9](=[CH:10][CH:11]=1)[N:8]([C:12]([O:14][CH3:15])=[O:13])[C@@H:7]([CH3:16])[CH2:6][NH:5]2.BrC1C=C2C(N(C(C3CC3)=O)[C@@H](C)CN2[C:28]([O:30][CH:31]([CH3:33])[CH3:32])=[O:29])=CC=1, predict the reaction product.